From a dataset of Forward reaction prediction with 1.9M reactions from USPTO patents (1976-2016). Predict the product of the given reaction. (1) Given the reactants [O:1]=[C:2]1[NH:15][C:5]2([C:13]3[C:8](=[CH:9][CH:10]=[CH:11][CH:12]=3)[NH:7][C:6]2=[O:14])[C:4](=[O:16])[N:3]1[CH2:17][C:18]([O:20]C(C)(C)C)=[O:19].C(O)(C(F)(F)F)=O, predict the reaction product. The product is: [O:1]=[C:2]1[NH:15][C:5]2([C:13]3[C:8](=[CH:9][CH:10]=[CH:11][CH:12]=3)[NH:7][C:6]2=[O:14])[C:4](=[O:16])[N:3]1[CH2:17][C:18]([OH:20])=[O:19]. (2) Given the reactants [CH2:1]([N:8]1[CH2:12][C@@H:11]([C:13]2[CH:18]=[CH:17][C:16]([Cl:19])=[C:15]([F:20])[CH:14]=2)[C@H:10]([NH2:21])[CH2:9]1)[C:2]1[CH:7]=[CH:6][CH:5]=[CH:4][CH:3]=1.[CH:22](=O)[CH3:23].Cl[C:26]([O:28][C:29]1[CH:34]=[CH:33][C:32]([F:35])=[CH:31][CH:30]=1)=[O:27], predict the reaction product. The product is: [F:35][C:32]1[CH:33]=[CH:34][C:29]([O:28][C:26](=[O:27])[N:21]([C@H:10]2[C@H:11]([C:13]3[CH:18]=[CH:17][C:16]([Cl:19])=[C:15]([F:20])[CH:14]=3)[CH2:12][N:8]([CH2:1][C:2]3[CH:3]=[CH:4][CH:5]=[CH:6][CH:7]=3)[CH2:9]2)[CH2:22][CH3:23])=[CH:30][CH:31]=1. (3) Given the reactants [OH:1][C:2]1[C:3]([C:14]([NH2:16])=[O:15])=[N:4][C:5]([C:9]([O:11]CC)=[O:10])=[C:6]([OH:8])[N:7]=1.[OH-].[Na+].Cl, predict the reaction product. The product is: [OH:1][C:2]1[C:3]([C:14]([NH2:16])=[O:15])=[N:4][C:5]([C:9]([OH:11])=[O:10])=[C:6]([OH:8])[N:7]=1. (4) The product is: [Cl:17][C:14]1[CH:15]=[CH:16][C:11]([C@H:10]([N:19]2[CH:24]=[CH:23][C:22]([C:25]3[CH:30]=[CH:29][N:28]=[C:27]([NH:31][C:32]4[CH:37]=[CH:36][N:35]=[C:34]([CH3:38])[N:33]=4)[N:26]=3)=[CH:21][C:20]2=[O:39])[CH2:9][OH:8])=[CH:12][C:13]=1[F:18]. Given the reactants [Si]([O:8][CH2:9][C@@H:10]([N:19]1[CH:24]=[CH:23][C:22]([C:25]2[CH:30]=[CH:29][N:28]=[C:27]([NH:31][C:32]3[CH:37]=[CH:36][N:35]=[C:34]([CH3:38])[N:33]=3)[N:26]=2)=[CH:21][C:20]1=[O:39])[C:11]1[CH:16]=[CH:15][C:14]([Cl:17])=[C:13]([F:18])[CH:12]=1)(C(C)(C)C)(C)C.[F-].C([N+](CCCC)(CCCC)CCCC)CCC.O, predict the reaction product. (5) The product is: [CH3:22][O:23][C:24]([CH2:25][N:11]1[CH2:10][CH2:9][C:8]2[C:7]([C:1]3[CH:2]=[CH:3][CH:4]=[CH:5][CH:6]=3)=[CH:16][C:15]3[C:17](=[O:21])[C:18](=[O:20])[NH:19][C:14]=3[C:13]=2[CH2:12]1)=[O:27]. Given the reactants [C:1]1([C:7]2[C:8]3[CH2:9][CH2:10][NH:11][CH2:12][C:13]=3[C:14]3[NH:19][C:18](=[O:20])[C:17](=[O:21])[C:15]=3[CH:16]=2)[CH:6]=[CH:5][CH:4]=[CH:3][CH:2]=1.[CH3:22][O:23][C:24](=[O:27])[CH2:25]Br.C(=O)([O-])[O-].[K+].[K+], predict the reaction product. (6) The product is: [NH2:1][C:2]([C:4]1[C:5]([F:16])=[C:6]([CH:12]=[CH:13][C:14]=1[F:15])[O:7][CH2:8][C:9]([O:11][CH2:6][CH2:5][CH2:4][CH2:14][CH2:13][CH3:12])=[O:10])=[O:3]. Given the reactants [NH2:1][C:2]([C:4]1[C:5]([F:16])=[C:6]([CH:12]=[CH:13][C:14]=1[F:15])[O:7][CH2:8][C:9]([OH:11])=[O:10])=[O:3].C([O-])([O-])=O.[K+].[K+].O, predict the reaction product. (7) Given the reactants [CH:1]([C@@H:3]1[C@H:9]([OH:10])[C@H:8]2[O:11][C@H:5]([CH2:6][O:7]2)[C@H:4]1[OH:12])=[CH2:2].[H-].[Na+].[CH2:15](Br)[C:16]1[CH:21]=[CH:20][CH:19]=[CH:18][CH:17]=1, predict the reaction product. The product is: [CH2:15]([O:12][C@H:4]1[C@H:3]([CH:1]=[CH2:2])[C@H:9]([O:10][CH2:15][C:16]2[CH:21]=[CH:20][CH:19]=[CH:18][CH:17]=2)[C@H:8]2[O:11][C@@H:5]1[CH2:6][O:7]2)[C:16]1[CH:21]=[CH:20][CH:19]=[CH:18][CH:17]=1.